Predict the reactants needed to synthesize the given product. From a dataset of Full USPTO retrosynthesis dataset with 1.9M reactions from patents (1976-2016). (1) Given the product [CH3:29][O:30][C:31]1[CH:32]=[C:33]([CH:36]=[CH:37][CH:38]=1)[CH2:34][O:1][C:2]1[CH:7]=[CH:6][C:5]([C:8]2[N:13]3[N:14]=[C:15]([NH:17][C:18]([CH:20]4[CH2:21][CH2:22]4)=[O:19])[N:16]=[C:12]3[CH:11]=[CH:10][CH:9]=2)=[CH:4][CH:3]=1, predict the reactants needed to synthesize it. The reactants are: [OH:1][C:2]1[CH:7]=[CH:6][C:5]([C:8]2[N:13]3[N:14]=[C:15]([NH:17][C:18]([CH:20]4[CH2:22][CH2:21]4)=[O:19])[N:16]=[C:12]3[CH:11]=[CH:10][CH:9]=2)=[CH:4][CH:3]=1.C(=O)([O-])[O-].[K+].[K+].[CH3:29][O:30][C:31]1[CH:32]=[C:33]([CH:36]=[CH:37][CH:38]=1)[CH2:34]Br. (2) Given the product [C:16]1([CH:14]([CH3:15])[CH2:13][C:11]2[NH:10][N:9]=[C:8]([C:6]([OH:7])=[O:5])[CH:12]=2)[CH:17]=[CH:18][CH:19]=[CH:20][CH:21]=1, predict the reactants needed to synthesize it. The reactants are: [OH-].[Na+].C([O:5][C:6]([C:8]1[CH:12]=[C:11]([CH2:13][CH:14]([C:16]2[CH:21]=[CH:20][CH:19]=[CH:18][CH:17]=2)[CH3:15])[NH:10][N:9]=1)=[O:7])C. (3) Given the product [CH2:13]([O:15][C:16]([C:18]1[C:24]2[NH:25][C:26]3[CH:27]=[C:7]([O:6][C:5](=[O:11])[NH:57][CH2:56][CH2:55][N:54]([CH3:58])[CH3:53])[CH:29]=[CH:30][C:31]=3[C:23]=2[C:22]([CH3:34])([CH3:33])[CH2:21][N:20]([C:35](=[O:43])[C:36]2[CH:37]=[CH:38][C:39]([F:42])=[CH:40][CH:41]=2)[CH:19]=1)=[O:17])[CH3:14], predict the reactants needed to synthesize it. The reactants are: ClC(Cl)(O[C:5](=[O:11])[O:6][C:7](Cl)(Cl)Cl)Cl.[CH2:13]([O:15][C:16]([C:18]1[C:24]2[NH:25][C:26]3[CH:27]=C(O)[CH:29]=[CH:30][C:31]=3[C:23]=2[C:22]([CH3:34])([CH3:33])[CH2:21][N:20]([C:35](=[O:43])[C:36]2[CH:41]=[CH:40][C:39]([F:42])=[CH:38][CH:37]=2)[CH:19]=1)=[O:17])[CH3:14].C(N(C(C)C)CC)(C)C.[CH3:53][N:54]([CH3:58])[CH2:55][CH2:56][NH2:57]. (4) Given the product [CH3:10][C:8]1[CH:7]=[C:6]([N+:11]([O-:13])=[O:12])[C:5]2[O:14][CH:2]([CH2:3][OH:23])[CH2:1][C:4]=2[CH:9]=1, predict the reactants needed to synthesize it. The reactants are: [CH2:1]([C:4]1[CH:9]=[C:8]([CH3:10])[CH:7]=[C:6]([N+:11]([O-:13])=[O:12])[C:5]=1[OH:14])[CH:2]=[CH2:3].C1C=C(Cl)C=C(C(OO)=[O:23])C=1.OS([O-])=O.[Na+]. (5) Given the product [C:11](=[N:24][NH:25][C:2]1[CH:7]=[CH:6][C:5]([Cl:8])=[CH:4][CH:3]=1)([C:18]1[CH:19]=[CH:20][CH:21]=[CH:22][CH:23]=1)[C:12]1[CH:17]=[CH:16][CH:15]=[CH:14][CH:13]=1, predict the reactants needed to synthesize it. The reactants are: Cl[C:2]1[CH:7]=[CH:6][C:5]([Cl:8])=[CH:4][CH:3]=1.[OH-].[Na+].[C:11](=[N:24][NH2:25])([C:18]1[CH:23]=[CH:22][CH:21]=[CH:20][CH:19]=1)[C:12]1[CH:17]=[CH:16][CH:15]=[CH:14][CH:13]=1. (6) Given the product [C:26]([C:23]1([C:20]2[CH:21]=[CH:22][C:17]([NH:16][C:12]3[CH:11]=[C:10]([CH:15]=[CH:14][N:13]=3)[C:9]([NH:8][C:4]3[CH:5]=[N:6][CH:7]=[C:2]([C:31]4[CH:32]=[CH:33][CH:34]=[CH:35][C:30]=4[F:29])[CH:3]=3)=[O:28])=[N:18][CH:19]=2)[CH2:25][CH2:24]1)#[N:27], predict the reactants needed to synthesize it. The reactants are: Br[C:2]1[CH:3]=[C:4]([NH:8][C:9](=[O:28])[C:10]2[CH:15]=[CH:14][N:13]=[C:12]([NH:16][C:17]3[CH:22]=[CH:21][C:20]([C:23]4([C:26]#[N:27])[CH2:25][CH2:24]4)=[CH:19][N:18]=3)[CH:11]=2)[CH:5]=[N:6][CH:7]=1.[F:29][C:30]1[CH:35]=[CH:34][CH:33]=[CH:32][C:31]=1B(O)O.C(=O)([O-])[O-].[Na+].[Na+]. (7) Given the product [C:1]([O:5][C@@H:6]([C:12]1[C:13]([CH3:27])=[N:14][C:15]2[N:16]([N:19]=[C:20]([C:22]([O:24][CH2:25][CH3:26])=[O:23])[CH:21]=2)[C:17]=1[C:32]1[CH2:33][CH2:34][C:29]([CH3:38])([CH3:28])[CH2:30][CH:31]=1)[C:7]([O:9][CH2:10][CH3:11])=[O:8])([CH3:4])([CH3:3])[CH3:2], predict the reactants needed to synthesize it. The reactants are: [C:1]([O:5][C@@H:6]([C:12]1[C:13]([CH3:27])=[N:14][C:15]2[N:16]([N:19]=[C:20]([C:22]([O:24][CH2:25][CH3:26])=[O:23])[CH:21]=2)[C:17]=1I)[C:7]([O:9][CH2:10][CH3:11])=[O:8])([CH3:4])([CH3:3])[CH3:2].[CH3:28][C:29]1([CH3:38])[CH2:34][CH2:33][C:32](B(O)O)=[CH:31][CH2:30]1.C([O-])([O-])=O.[Na+].[Na+]. (8) Given the product [CH2:1]([C:3]1[O:4][C:5]2[CH:11]=[CH:10][C:9]([CH2:12][OH:13])=[CH:8][C:6]=2[N:7]=1)[CH3:2], predict the reactants needed to synthesize it. The reactants are: [CH2:1]([C:3]1[O:4][C:5]2[CH:11]=[CH:10][C:9]([C:12]([O-])=[O:13])=[CH:8][C:6]=2[N:7]=1)[CH3:2].[H-].[H-].[H-].[H-].[Li+].[Al+3]. (9) Given the product [O:25]=[C:24]1[C:18]2[C:19]3[C:20](=[C:12]([C:10]([OH:11])=[O:9])[NH:13][C:14]=3[CH:15]=[CH:16][CH:17]=2)[CH2:21][CH2:22][NH:23]1, predict the reactants needed to synthesize it. The reactants are: C([O:9][C:10]([C:12]1[NH:13][C:14]2[CH:15]=[CH:16][CH:17]=[C:18]3[C:24](=[O:25])[NH:23][CH2:22][CH2:21][C:20]=1[C:19]=23)=[O:11])CCCCCCC.[OH-].[Li+].CO.